From a dataset of Forward reaction prediction with 1.9M reactions from USPTO patents (1976-2016). Predict the product of the given reaction. (1) Given the reactants Br[C:2]1[CH:3]=[CH:4][C:5](=[O:12])[N:6]([CH:8]([CH3:11])[CH2:9][F:10])[CH:7]=1.C([O-])(=O)C.[K+].[CH3:18][C:19]1([CH3:35])[C:23]([CH3:25])([CH3:24])[O:22][B:21]([B:21]2[O:22][C:23]([CH3:25])([CH3:24])[C:19]([CH3:35])([CH3:18])[O:20]2)[O:20]1, predict the reaction product. The product is: [F:10][CH2:9][CH:8]([N:6]1[CH:7]=[C:2]([B:21]2[O:22][C:23]([CH3:25])([CH3:24])[C:19]([CH3:35])([CH3:18])[O:20]2)[CH:3]=[CH:4][C:5]1=[O:12])[CH3:11]. (2) Given the reactants [F:1][S:2]([F:14])([F:13])([F:12])([F:11])[C:3]1[CH:10]=[CH:9][C:6]([CH:7]=O)=[CH:5][CH:4]=1.C(O)(=O)[CH2:16][C:17]([OH:19])=[O:18].N1CCCCC1.C(=O)=O.Cl, predict the reaction product. The product is: [F:1][S:2]([F:14])([F:13])([F:12])([F:11])[C:3]1[CH:10]=[CH:9][C:6]([CH:7]=[CH:16][C:17]([OH:19])=[O:18])=[CH:5][CH:4]=1. (3) Given the reactants [CH3:1][O:2][C:3](=[O:13])[CH:4]=[CH:5][C:6]1[CH:11]=[CH:10][CH:9]=[C:8]([OH:12])[CH:7]=1.[H-].[Na+].Cl[CH2:17][C:18]1[N:19]=[C:20]([C:23]2[CH:28]=[CH:27][CH:26]=[CH:25][CH:24]=2)[S:21][CH:22]=1, predict the reaction product. The product is: [CH3:1][O:2][C:3](=[O:13])[CH:4]=[CH:5][C:6]1[CH:11]=[CH:10][CH:9]=[C:8]([O:12][CH2:17][C:18]2[N:19]=[C:20]([C:23]3[CH:24]=[CH:25][CH:26]=[CH:27][CH:28]=3)[S:21][CH:22]=2)[CH:7]=1.